This data is from Catalyst prediction with 721,799 reactions and 888 catalyst types from USPTO. The task is: Predict which catalyst facilitates the given reaction. (1) Reactant: [Si]([O:8][C@H:9]([C:39](=[O:41])[NH2:40])[CH2:10][C@H:11]1[CH2:22][CH2:21][C:20]2[S:19][C:18]3[N:17]=[CH:16][N:15]=[C:14]([O:23][CH:24]4[CH2:29][CH2:28][CH:27]([N:30](C)[C:31](=O)OC(C)(C)C)[CH2:26][CH2:25]4)[C:13]=3[C:12]1=2)(C(C)(C)C)(C)C.Cl.[NH4+].[OH-]. Product: [OH:8][C@@H:9]([CH2:10][C@H:11]1[CH2:22][CH2:21][C:20]2[S:19][C:18]3[N:17]=[CH:16][N:15]=[C:14]([O:23][CH:24]4[CH2:25][CH2:26][CH:27]([NH:30][CH3:31])[CH2:28][CH2:29]4)[C:13]=3[C:12]1=2)[C:39]([NH2:40])=[O:41]. The catalyst class is: 4. (2) The catalyst class is: 175. Reactant: O[C:2]1([C:24]2[CH:29]=[CH:28][C:27]([CH:30]([CH3:32])[CH3:31])=[CH:26][CH:25]=2)[C:6]2[C:7]([CH3:21])=[C:8]([CH3:20])[C:9]([CH3:19])=[C:10]([NH:11][C:12](=[O:18])[CH2:13][C:14]([CH3:17])([CH3:16])[CH3:15])[C:5]=2[O:4][C:3]1([CH3:23])[CH3:22]. Product: [CH:30]([C:27]1[CH:26]=[CH:25][C:24]([CH:2]2[C:6]3[C:7]([CH3:21])=[C:8]([CH3:20])[C:9]([CH3:19])=[C:10]([NH:11][C:12](=[O:18])[CH2:13][C:14]([CH3:15])([CH3:16])[CH3:17])[C:5]=3[O:4][C:3]2([CH3:23])[CH3:22])=[CH:29][CH:28]=1)([CH3:32])[CH3:31]. (3) Reactant: [CH2:1]([N:8]1[C:16]2[C:11](=[CH:12][C:13]([NH:17][C:18]3[CH:27]=[CH:26][C:25]([CH:28]4[CH2:33][CH2:32][CH2:31][CH2:30][CH2:29]4)=[CH:24][C:19]=3[C:20]([O:22]C)=[O:21])=[CH:14][CH:15]=2)[CH:10]=[CH:9]1)[C:2]1[CH:7]=[CH:6][CH:5]=[CH:4][CH:3]=1.[OH-].[Na+].Cl.C(OCC)(=O)C. Product: [CH2:1]([N:8]1[C:16]2[C:11](=[CH:12][C:13]([NH:17][C:18]3[CH:27]=[CH:26][C:25]([CH:28]4[CH2:33][CH2:32][CH2:31][CH2:30][CH2:29]4)=[CH:24][C:19]=3[C:20]([OH:22])=[O:21])=[CH:14][CH:15]=2)[CH:10]=[CH:9]1)[C:2]1[CH:3]=[CH:4][CH:5]=[CH:6][CH:7]=1. The catalyst class is: 8. (4) Reactant: [F:1][C:2]1[CH:3]=[C:4]([C:8]2[CH:9]=[C:10]([CH:36]=[CH:37][CH:38]=2)[CH2:11][N:12]2[C:20](=[O:21])[NH:19][C:18]3[C:13]2=[N:14][C:15]([NH:22][CH2:23][C@@H:24]2[CH2:28][CH2:27][N:26](C(OC(C)(C)C)=O)[CH2:25]2)=[N:16][CH:17]=3)[CH:5]=[CH:6][CH:7]=1. Product: [F:1][C:2]1[CH:3]=[C:4]([C:8]2[CH:9]=[C:10]([CH:36]=[CH:37][CH:38]=2)[CH2:11][N:12]2[C:20](=[O:21])[NH:19][C:18]3[C:13]2=[N:14][C:15]([NH:22][CH2:23][C@@H:24]2[CH2:28][CH2:27][NH:26][CH2:25]2)=[N:16][CH:17]=3)[CH:5]=[CH:6][CH:7]=1. The catalyst class is: 157.